This data is from Forward reaction prediction with 1.9M reactions from USPTO patents (1976-2016). The task is: Predict the product of the given reaction. (1) Given the reactants [CH3:1][O:2][C:3]1[CH:4]=[CH:5][C:6]([N+:10]([O-:12])=[O:11])=[C:7]([OH:9])[CH:8]=1.C1(P(C2C=CC=CC=2)C2C=CC=CC=2)C=CC=CC=1.[CH3:32][CH2:33][O:34][C:35](/N=N/[C:35]([O:34][CH2:33][CH3:32])=O)=O, predict the reaction product. The product is: [CH3:1][O:2][C:3]1[CH:4]=[CH:5][C:6]([N+:10]([O-:12])=[O:11])=[C:7]([CH:8]=1)[O:9][CH2:32][C@@H:33]1[CH2:35][O:34]1. (2) Given the reactants [Cl:1][C:2]1[CH:9]=[CH:8][CH:7]=[CH:6][C:3]=1[CH:4]=O.[NH2:10][C:11]1[CH:15]=[CH:14][NH:13][N:12]=1.O=[C:17]([CH2:24][CH3:25])[CH2:18][C:19]([O:21][CH2:22][CH3:23])=[O:20], predict the reaction product. The product is: [Cl:1][C:2]1[CH:9]=[CH:8][CH:7]=[CH:6][C:3]=1[CH:4]1[C:18]([C:19]([O:21][CH2:22][CH3:23])=[O:20])=[C:17]([CH2:24][CH3:25])[NH:10][C:11]2=[N:12][NH:13][CH:14]=[C:15]12. (3) Given the reactants [CH:1]([O:5][C:6]1[CH:7]=[C:8]([CH:26]=[CH:27][CH:28]=1)[CH2:9][C:10]1[C:19]2[C:14](=[CH:15][C:16]([O:22][CH3:23])=[C:17]([O:20][CH3:21])[CH:18]=2)[C:13]([CH2:24]Cl)=[CH:12][N:11]=1)([CH2:3][CH3:4])[CH3:2].[C-:29]#[N:30].[Na+].C(OCC)(=O)C.CCCCCC, predict the reaction product. The product is: [CH:1]([O:5][C:6]1[CH:7]=[C:8]([CH:26]=[CH:27][CH:28]=1)[CH2:9][C:10]1[C:19]2[C:14](=[CH:15][C:16]([O:22][CH3:23])=[C:17]([O:20][CH3:21])[CH:18]=2)[C:13]([CH2:24][C:29]#[N:30])=[CH:12][N:11]=1)([CH2:3][CH3:4])[CH3:2]. (4) Given the reactants [CH3:1][O:2][C:3]([C:5]1[CH:10]=[CH:9][CH:8]=[C:7]([C:11]2[CH2:15][CH2:14][CH2:13][C:12]=2Br)[N:6]=1)=[O:4].[CH2:17]([O:24][C:25]1[CH:30]=[CH:29][C:28]([C:31]([F:34])([F:33])[F:32])=[CH:27][C:26]=1B(O)O)[C:18]1[CH:23]=[CH:22][CH:21]=[CH:20][CH:19]=1, predict the reaction product. The product is: [CH3:1][O:2][C:3]([C:5]1[CH:10]=[CH:9][CH:8]=[C:7]([C:11]2[CH2:15][CH2:14][CH2:13][C:12]=2[C:26]2[CH:27]=[C:28]([C:31]([F:34])([F:33])[F:32])[CH:29]=[CH:30][C:25]=2[O:24][CH2:17][C:18]2[CH:19]=[CH:20][CH:21]=[CH:22][CH:23]=2)[N:6]=1)=[O:4].